From a dataset of Peptide-MHC class I binding affinity with 185,985 pairs from IEDB/IMGT. Regression. Given a peptide amino acid sequence and an MHC pseudo amino acid sequence, predict their binding affinity value. This is MHC class I binding data. (1) The peptide sequence is RSMPGTRRVM. The MHC is HLA-B07:02 with pseudo-sequence HLA-B07:02. The binding affinity (normalized) is 0.582. (2) The peptide sequence is PTPETVITSS. The MHC is Mamu-B08 with pseudo-sequence Mamu-B08. The binding affinity (normalized) is 0. (3) The peptide sequence is RPAPARLPL. The binding affinity (normalized) is 0.213. The MHC is HLA-B15:42 with pseudo-sequence HLA-B15:42. (4) The peptide sequence is WTTYMDTFFR. The MHC is HLA-B51:01 with pseudo-sequence HLA-B51:01. The binding affinity (normalized) is 0. (5) The peptide sequence is KISVEKIKQT. The MHC is HLA-A02:01 with pseudo-sequence HLA-A02:01. The binding affinity (normalized) is 0.219. (6) The peptide sequence is ELEQTYHAKL. The MHC is HLA-A02:01 with pseudo-sequence HLA-A02:01. The binding affinity (normalized) is 0.0203. (7) The peptide sequence is VTTEVAFGLV. The MHC is Mamu-A01 with pseudo-sequence Mamu-A01. The binding affinity (normalized) is 0.568.